From a dataset of Catalyst prediction with 721,799 reactions and 888 catalyst types from USPTO. Predict which catalyst facilitates the given reaction. (1) Reactant: [OH:1][CH:2]1[CH2:5][N:4]([C:6]2[S:7][CH:8]=[C:9]([C:11](=[O:19])[NH:12][C:13]3[CH:18]=[CH:17][CH:16]=[CH:15][CH:14]=3)[N:10]=2)[CH2:3]1.[CH3:20][S:21](Cl)(=[O:23])=[O:22].C(N(CC)CC)C. Product: [CH3:20][S:21]([O:1][CH:2]1[CH2:3][N:4]([C:6]2[S:7][CH:8]=[C:9]([C:11](=[O:19])[NH:12][C:13]3[CH:18]=[CH:17][CH:16]=[CH:15][CH:14]=3)[N:10]=2)[CH2:5]1)(=[O:23])=[O:22]. The catalyst class is: 2. (2) Reactant: [C:1]1([C:7]2[CH:8]=[C:9]3[N:15]=[C:14]([CH2:16][CH2:17][CH:18]4[N:24]=[C:23]([NH2:25])[CH2:22][CH2:21][CH2:20][CH2:19]4)[NH:13][C:10]3=[N:11][CH:12]=2)[CH:6]=[CH:5][CH:4]=[CH:3][CH:2]=1.[CH3:26][O:27]C1C=CC(C2C=C3N=C(CCC4NC(=S)CCCC4)NC3=NC=2)=CC=1.N. Product: [CH3:26][O:27][C:4]1[CH:3]=[CH:2][C:1]([C:7]2[CH:8]=[C:9]3[N:15]=[C:14]([CH2:16][CH2:17][CH:18]4[N:24]=[C:23]([NH2:25])[CH2:22][CH2:21][CH2:20][CH2:19]4)[NH:13][C:10]3=[N:11][CH:12]=2)=[CH:6][CH:5]=1. The catalyst class is: 5. (3) Product: [CH3:1][C:2]1[CH:13]=[C:12]([CH3:14])[CH:11]=[C:10]([CH:15]2[CH2:19][CH2:18][CH2:17][O:16]2)[C:3]=1[O:4][CH2:5][C:6]([NH:20][NH2:21])=[O:7]. Reactant: [CH3:1][C:2]1[CH:13]=[C:12]([CH3:14])[CH:11]=[C:10]([CH:15]2[CH2:19][CH2:18][CH2:17][O:16]2)[C:3]=1[O:4][CH2:5][C:6](OC)=[O:7].[NH2:20][NH2:21]. The catalyst class is: 14. (4) Reactant: C(OC(=O)[NH:7][C@H:8]([CH2:32][NH:33][C:34]([C:36]1[C:41]([NH2:42])=[N:40][C:39]([NH2:43])=[C:38]([Cl:44])[N:37]=1)=[O:35])[CH2:9][CH2:10][CH2:11][CH2:12][NH:13][C:14](=[O:31])[CH2:15][CH2:16][C:17]1[CH:22]=[CH:21][C:20]([O:23][CH2:24][C:25]2[CH:30]=[CH:29][CH:28]=[CH:27][CH:26]=2)=[CH:19][CH:18]=1)(C)(C)C. Product: [ClH:44].[NH2:7][C@@H:8]([CH2:9][CH2:10][CH2:11][CH2:12][NH:13][C:14](=[O:31])[CH2:15][CH2:16][C:17]1[CH:18]=[CH:19][C:20]([O:23][CH2:24][C:25]2[CH:26]=[CH:27][CH:28]=[CH:29][CH:30]=2)=[CH:21][CH:22]=1)[CH2:32][NH:33][C:34]([C:36]1[C:41]([NH2:42])=[N:40][C:39]([NH2:43])=[C:38]([Cl:44])[N:37]=1)=[O:35]. The catalyst class is: 393. (5) Reactant: C(O)=O.[NH2:4][CH2:5][CH2:6][O:7][C:8]1[CH:31]=[CH:30][C:11]([NH:12][CH:13]2[CH2:18][CH2:17][N:16]([C:19]([NH:21][CH2:22][CH2:23][CH2:24][CH2:25][CH2:26][CH2:27][CH2:28][CH3:29])=[O:20])[CH2:15][CH2:14]2)=[CH:10][CH:9]=1.C([Si]([O:49][C:50]1[CH:55]=[CH:54][C:53]([O:56][CH2:57][CH:58]2[CH2:60][O:59]2)=[CH:52][CH:51]=1)(C1C=CC=CC=1)C1C=CC=CC=1)(C)(C)C. Product: [CH2:22]([NH:21][C:19]([N:16]1[CH2:15][CH2:14][CH:13]([NH:12][C:11]2[CH:10]=[CH:9][C:8]([O:7][CH2:6][CH2:5][NH:4][CH2:60][C@H:58]([OH:59])[CH2:57][O:56][C:53]3[CH:54]=[CH:55][C:50]([OH:49])=[CH:51][CH:52]=3)=[CH:31][CH:30]=2)[CH2:18][CH2:17]1)=[O:20])[CH2:23][CH2:24][CH2:25][CH2:26][CH2:27][CH2:28][CH3:29]. The catalyst class is: 147. (6) Reactant: CC(N=C=NC(C)C)C.Cl.[CH3:11][O:12][C:13](=[O:23])[C@H:14]([CH2:16][C:17]1[CH:22]=[CH:21][CH:20]=[CH:19][CH:18]=1)[NH2:15].[C:24]1([CH3:34])[CH:29]=[CH:28][C:27]([CH2:30][C:31](O)=[O:32])=[CH:26][CH:25]=1. Product: [CH3:34][C:24]1[CH:29]=[CH:28][C:27]([CH2:30][C:31]([NH:15][C@@H:14]([CH2:16][C:17]2[CH:22]=[CH:21][CH:20]=[CH:19][CH:18]=2)[C:13]([O:12][CH3:11])=[O:23])=[O:32])=[CH:26][CH:25]=1. The catalyst class is: 79.